The task is: Predict the product of the given reaction.. This data is from Forward reaction prediction with 1.9M reactions from USPTO patents (1976-2016). (1) Given the reactants [C:1]([O:5][C:6]([N:8]1[CH2:13][CH2:12][N:11]([C:14]2[C:23]3[C:18](=[CH:19][C:20]([Cl:25])=[C:21](Br)[CH:22]=3)[N:17]=[C:16]([NH2:26])[N:15]=2)[CH2:10][CH2:9]1)=[O:7])([CH3:4])([CH3:3])[CH3:2].[Cl:27][C:28]1[CH:33]=[CH:32][C:31](B(O)O)=[CH:30][CH:29]=1.C([O-])([O-])=O.[Na+].[Na+], predict the reaction product. The product is: [C:1]([O:5][C:6]([N:8]1[CH2:13][CH2:12][N:11]([C:14]2[C:23]3[C:18](=[CH:19][C:20]([Cl:25])=[C:21]([C:31]4[CH:32]=[CH:33][C:28]([Cl:27])=[CH:29][CH:30]=4)[CH:22]=3)[N:17]=[C:16]([NH2:26])[N:15]=2)[CH2:10][CH2:9]1)=[O:7])([CH3:4])([CH3:3])[CH3:2]. (2) Given the reactants [F:1][C:2]1[CH:7]=[CH:6][C:5]([CH2:8][C:9]2[CH:10]=[C:11]([NH:18][C:19]3[CH:24]=[CH:23][C:22]([O:25][CH3:26])=[CH:21][CH:20]=3)[C:12]([C:15]([OH:17])=[O:16])=[N:13][CH:14]=2)=[CH:4][CH:3]=1.[C:27](=O)([O-])[O-].[K+].[K+].IC, predict the reaction product. The product is: [F:1][C:2]1[CH:3]=[CH:4][C:5]([CH2:8][C:9]2[CH:10]=[C:11]([NH:18][C:19]3[CH:20]=[CH:21][C:22]([O:25][CH3:26])=[CH:23][CH:24]=3)[C:12]([C:15]([O:17][CH3:27])=[O:16])=[N:13][CH:14]=2)=[CH:6][CH:7]=1.